Regression. Given a peptide amino acid sequence and an MHC pseudo amino acid sequence, predict their binding affinity value. This is MHC class I binding data. From a dataset of Peptide-MHC class I binding affinity with 185,985 pairs from IEDB/IMGT. (1) The peptide sequence is LQPSDTLLF. The MHC is HLA-A03:01 with pseudo-sequence HLA-A03:01. The binding affinity (normalized) is 0.0847. (2) The peptide sequence is DVNSVQFSI. The MHC is HLA-A02:06 with pseudo-sequence HLA-A02:06. The binding affinity (normalized) is 0.100. (3) The binding affinity (normalized) is 0.0847. The MHC is HLA-B15:01 with pseudo-sequence HLA-B15:01. The peptide sequence is THADVPVVL. (4) The peptide sequence is IAIPAHVRL. The MHC is HLA-B08:01 with pseudo-sequence HLA-B08:01. The binding affinity (normalized) is 0.223.